This data is from CYP2C9 inhibition data for predicting drug metabolism from PubChem BioAssay. The task is: Regression/Classification. Given a drug SMILES string, predict its absorption, distribution, metabolism, or excretion properties. Task type varies by dataset: regression for continuous measurements (e.g., permeability, clearance, half-life) or binary classification for categorical outcomes (e.g., BBB penetration, CYP inhibition). Dataset: cyp2c9_veith. (1) The result is 0 (non-inhibitor). The compound is COc1ccccc1CCN1C(=S)NC(C)(C)CC1(C)O. (2) The drug is Cc1ccccc1-c1cc(N2CCN(C)CC2)ncn1. The result is 0 (non-inhibitor). (3) The compound is CCN1C(=O)[C@H]2CC[C@H]3/C(=N\O[C@@H](C)c4cn([C@H]5COC[C@H]5O)nn4)C[C@@H](O)[C@@H](O)[C@@H]3[C@@H]2C1=O. The result is 0 (non-inhibitor).